Task: Predict the product of the given reaction.. Dataset: Forward reaction prediction with 1.9M reactions from USPTO patents (1976-2016) (1) Given the reactants [NH2:1][C:2]1[N:6]([C:7]([C:9]2[CH:14]=[CH:13][CH:12]=[C:11]([CH3:15])[CH:10]=2)=[O:8])[N:5]=[C:4]([NH:16][C:17]2[CH:22]=[CH:21][CH:20]=[C:19]([OH:23])[CH:18]=2)[N:3]=1.C([O-])([O-])=O.[K+].[K+].Br[CH2:31][C:32]#[N:33], predict the reaction product. The product is: [NH2:1][C:2]1[N:6]([C:7]([C:9]2[CH:14]=[CH:13][CH:12]=[C:11]([CH3:15])[CH:10]=2)=[O:8])[N:5]=[C:4]([NH:16][C:17]2[CH:22]=[CH:21][CH:20]=[C:19]([O:23][CH2:31][C:32]#[N:33])[CH:18]=2)[N:3]=1. (2) Given the reactants [H-].[Na+].[C:3]1([N:9]([C:16]2[CH:21]=[CH:20][C:19]([C:22]3[C:30]4[C:26](=[N:27][NH:28][N:29]=4)[C:25]([C:31]4[CH:36]=[CH:35][C:34]([N:37]([C:44]5[CH:49]=[CH:48][CH:47]=[CH:46][CH:45]=5)[C:38]5[CH:43]=[CH:42][CH:41]=[CH:40][CH:39]=5)=[CH:33][CH:32]=4)=[CH:24][CH:23]=3)=[CH:18][CH:17]=2)[C:10]2[CH:15]=[CH:14][CH:13]=[CH:12][CH:11]=2)[CH:8]=[CH:7][CH:6]=[CH:5][CH:4]=1.F[C:51]1[CH:52]=[CH:53][C:54]([C:57]#[N:58])=[N:55][CH:56]=1, predict the reaction product. The product is: [C:10]1([N:9]([C:16]2[CH:17]=[CH:18][C:19]([C:22]3[C:30]4[C:26](=[N:27][N:28]([C:51]5[CH:56]=[N:55][C:54]([C:57]#[N:58])=[CH:53][CH:52]=5)[N:29]=4)[C:25]([C:31]4[CH:36]=[CH:35][C:34]([N:37]([C:38]5[CH:39]=[CH:40][CH:41]=[CH:42][CH:43]=5)[C:44]5[CH:45]=[CH:46][CH:47]=[CH:48][CH:49]=5)=[CH:33][CH:32]=4)=[CH:24][CH:23]=3)=[CH:20][CH:21]=2)[C:3]2[CH:4]=[CH:5][CH:6]=[CH:7][CH:8]=2)[CH:15]=[CH:14][CH:13]=[CH:12][CH:11]=1. (3) Given the reactants [C:1]([O:4][CH2:5][C@H:6]([NH:17][C:18]([O:20][CH2:21][C:22]1[CH:27]=[CH:26][CH:25]=[CH:24][CH:23]=1)=[O:19])[C:7]([N:9]1[CH2:13][CH2:12][CH2:11][C@H:10]1[C:14](O)=[O:15])=[O:8])(=[O:3])[CH3:2].CN1CCOCC1.[OH:35][C@H:36]([CH3:50])[C@H:37]([NH:42][C:43]([C@@H:45]1[CH2:49][CH2:48][CH2:47][NH:46]1)=[O:44])[C:38]([O:40][CH3:41])=[O:39], predict the reaction product. The product is: [C:1]([O:4][CH2:5][C@@H:6]([NH:17][C:18]([O:20][CH2:21][C:22]1[CH:23]=[CH:24][CH:25]=[CH:26][CH:27]=1)=[O:19])[C:7]([N:9]1[CH2:13][CH2:12][CH2:11][C@H:10]1[C:14]([N:46]1[CH2:47][CH2:48][CH2:49][C@H:45]1[C:43]([NH:42][C@@H:37]([C@H:36]([OH:35])[CH3:50])[C:38]([O:40][CH3:41])=[O:39])=[O:44])=[O:15])=[O:8])(=[O:3])[CH3:2]. (4) Given the reactants [S:1]1[CH:5]=[CH:4][CH:3]=[C:2]1[C:6]1[CH:7]=[CH:8][CH:9]=[C:10]2[C:15]=1[N:14]=[CH:13][N:12]=[C:11]2O.P(Cl)(Cl)(Cl)=O.ClC1C2C(=C(C3SC=CC=3)C=CC=2)N=CN=1.[CH3:38][C:39]1[N:40]=[CH:41][N:42]([C:45]2[CH:46]=[C:47]([CH:49]=[CH:50][CH:51]=2)[NH2:48])[C:43]=1[CH3:44].C(=O)([O-])O.[Na+], predict the reaction product. The product is: [CH3:38][C:39]1[N:40]=[CH:41][N:42]([C:45]2[CH:46]=[C:47]([NH:48][C:11]3[C:10]4[C:15](=[C:6]([C:2]5[S:1][CH:5]=[CH:4][CH:3]=5)[CH:7]=[CH:8][CH:9]=4)[N:14]=[CH:13][N:12]=3)[CH:49]=[CH:50][CH:51]=2)[C:43]=1[CH3:44].